This data is from Forward reaction prediction with 1.9M reactions from USPTO patents (1976-2016). The task is: Predict the product of the given reaction. (1) Given the reactants [C:1]([O:5][C:6]([NH:8][CH2:9][CH2:10][CH:11]([C:22]1[CH:27]=[CH:26][C:25]([O:28][Si:29]([CH:36]([CH3:38])[CH3:37])([CH:33]([CH3:35])[CH3:34])[CH:30]([CH3:32])[CH3:31])=[CH:24][CH:23]=1)[C:12]([O:14]CC1C=CC=CC=1)=[O:13])=[O:7])([CH3:4])([CH3:3])[CH3:2], predict the reaction product. The product is: [C:1]([O:5][C:6]([NH:8][CH2:9][CH2:10][CH:11]([C:22]1[CH:27]=[CH:26][C:25]([O:28][Si:29]([CH:30]([CH3:32])[CH3:31])([CH:33]([CH3:35])[CH3:34])[CH:36]([CH3:37])[CH3:38])=[CH:24][CH:23]=1)[C:12]([OH:14])=[O:13])=[O:7])([CH3:2])([CH3:4])[CH3:3]. (2) Given the reactants Cl.[CH3:2][C:3]1([CH3:31])[C:7]([CH3:9])(O)[C:6]2[C:10]([CH3:30])=[C:11]([N:16]3[CH2:21][CH2:20][N:19]([C:22]4[CH:27]=[CH:26][C:25]([O:28][CH3:29])=[CH:24][CH:23]=4)[CH2:18][CH2:17]3)[C:12]([CH3:15])=[C:13]([CH3:14])[C:5]=2[O:4]1, predict the reaction product. The product is: [CH3:29][O:28][C:25]1[CH:24]=[CH:23][C:22]([N:19]2[CH2:20][CH2:21][N:16]([C:11]3[C:12]([CH3:15])=[C:13]([CH3:14])[C:5]4[O:4][C:3]([CH3:2])([CH3:31])[C:7](=[CH2:9])[C:6]=4[C:10]=3[CH3:30])[CH2:17][CH2:18]2)=[CH:27][CH:26]=1. (3) Given the reactants C(OC(=O)[NH:7][CH2:8][CH:9]([C:30]1[CH:35]=[CH:34][C:33]([C:36]2[CH:41]=[CH:40][CH:39]=[CH:38][C:37]=2[CH2:42][CH2:43][C:44]#[N:45])=[CH:32][C:31]=1[CH3:46])[CH2:10][C:11]1[CH:16]=[CH:15][C:14]([O:17][CH2:18][CH2:19][O:20][C:21]2[C:26]([Cl:27])=[CH:25][C:24]([CH3:28])=[CH:23][C:22]=2[Cl:29])=[CH:13][CH:12]=1)(C)(C)C.I[Si](C)(C)C.C([O-])(O)=O.[Na+], predict the reaction product. The product is: [NH2:7][CH2:8][CH:9]([C:30]1[CH:35]=[CH:34][C:33]([C:36]2[CH:41]=[CH:40][CH:39]=[CH:38][C:37]=2[CH2:42][CH2:43][C:44]#[N:45])=[CH:32][C:31]=1[CH3:46])[CH2:10][C:11]1[CH:12]=[CH:13][C:14]([O:17][CH2:18][CH2:19][O:20][C:21]2[C:26]([Cl:27])=[CH:25][C:24]([CH3:28])=[CH:23][C:22]=2[Cl:29])=[CH:15][CH:16]=1. (4) Given the reactants C(OC([NH:8][CH2:9][C:10]([N:12]([CH2:14][C:15]1[CH:16]=[C:17]([C:21]2[CH:22]=[N:23][C:24]([N:27]3[CH2:32][CH2:31][N:30]([C:33]4[N:38]=[CH:37][C:36](/[CH:39]=[CH:40]/[C:41]([OH:43])=[O:42])=[CH:35][C:34]=4[CH3:44])[CH2:29][CH2:28]3)=[N:25][CH:26]=2)[CH:18]=[CH:19][CH:20]=1)[CH3:13])=[O:11])=O)(C)(C)C.C(Cl)(Cl)[Cl:46].[ClH:49].O1CCOCC1, predict the reaction product. The product is: [ClH:46].[ClH:49].[NH2:8][CH2:9][C:10]([N:12]([CH2:14][C:15]1[CH:16]=[C:17]([C:21]2[CH:22]=[N:23][C:24]([N:27]3[CH2:32][CH2:31][N:30]([C:33]4[N:38]=[CH:37][C:36](/[CH:39]=[CH:40]/[C:41]([OH:43])=[O:42])=[CH:35][C:34]=4[CH3:44])[CH2:29][CH2:28]3)=[N:25][CH:26]=2)[CH:18]=[CH:19][CH:20]=1)[CH3:13])=[O:11]. (5) Given the reactants [CH2:1]([O:3][C:4]([C:6]1[CH:7]=[C:8]2[C:13](=[CH:14][CH:15]=1)[N:12]=[C:11](Cl)[CH:10]=[CH:9]2)=[O:5])[CH3:2].[NH2:17][C@H:18]1[C:26]2[C:21](=[CH:22][CH:23]=[CH:24][CH:25]=2)[CH2:20][CH2:19]1, predict the reaction product. The product is: [CH2:1]([O:3][C:4]([C:6]1[CH:7]=[C:8]2[C:13](=[CH:14][CH:15]=1)[N:12]=[C:11]([NH:17][C@H:18]1[C:26]3[C:21](=[CH:22][CH:23]=[CH:24][CH:25]=3)[CH2:20][CH2:19]1)[CH:10]=[CH:9]2)=[O:5])[CH3:2]. (6) The product is: [Cl:54][C:46]1[CH:47]=[CH:48][C:49]([C:50](=[O:51])[CH2:6][N:8]2[CH2:13][CH2:12][CH:11]([N:14]3[C:18]4[CH:19]=[CH:20][C:21]([C:23]5[NH:27][C:26](=[O:28])[O:25][N:24]=5)=[CH:22][C:17]=4[NH:16][C:15]3=[O:29])[CH2:10][CH2:9]2)=[CH:44][CH:45]=1. Given the reactants C(O[C:6]([N:8]1[CH2:13][CH2:12][CH:11]([N:14]2[C:18]3[CH:19]=[CH:20][C:21]([C:23]4[NH:27][C:26](=[O:28])[O:25][N:24]=4)=[CH:22][C:17]=3[NH:16][C:15]2=[O:29])[CH2:10][CH2:9]1)=O)(C)(C)C.FC(F)(F)C(O)=O.C(N(CC)CC)C.[CH:44]1[C:49]([C:50](CBr)=[O:51])=[CH:48][CH:47]=[C:46]([Cl:54])[CH:45]=1, predict the reaction product.